Task: Predict the product of the given reaction.. Dataset: Forward reaction prediction with 1.9M reactions from USPTO patents (1976-2016) (1) Given the reactants [CH2:1]([C@H:8]1[C@@H:13]([O:14][CH2:15][C:16]2[CH:21]=[C:20]([C:22]([F:25])([F:24])[F:23])[CH:19]=[C:18]([C:26]([F:29])([F:28])[F:27])[CH:17]=2)[CH2:12][CH2:11][NH:10][CH2:9]1)[C:2]1[CH:7]=[CH:6][CH:5]=[CH:4][CH:3]=1.[CH3:30][N:31]=[C:32]=[O:33], predict the reaction product. The product is: [CH2:1]([C@H:8]1[C@@H:13]([O:14][CH2:15][C:16]2[CH:17]=[C:18]([C:26]([F:29])([F:27])[F:28])[CH:19]=[C:20]([C:22]([F:23])([F:24])[F:25])[CH:21]=2)[CH2:12][CH2:11][N:10]([C:32]([NH:31][CH3:30])=[O:33])[CH2:9]1)[C:2]1[CH:7]=[CH:6][CH:5]=[CH:4][CH:3]=1. (2) Given the reactants [CH3:1][C:2]1[CH:7]=[C:6]([CH3:8])[CH:5]=[C:4]([CH3:9])[C:3]=1[CH:10]([C:14]([NH2:16])=[O:15])[C:11]([NH2:13])=[O:12].N1[CH2:22][CH2:21][CH2:20][CH2:19]N1.Cl, predict the reaction product. The product is: [CH3:9][C:4]1[CH:5]=[C:6]([CH3:8])[CH:7]=[C:2]([CH3:1])[C:3]=1[CH:10]1[C:11](=[O:12])[N:13]2[CH2:19][CH2:20][CH2:21][CH2:22][N:16]2[C:14]1=[O:15].